Dataset: Merck oncology drug combination screen with 23,052 pairs across 39 cell lines. Task: Regression. Given two drug SMILES strings and cell line genomic features, predict the synergy score measuring deviation from expected non-interaction effect. (1) Drug 1: Cc1nc(Nc2ncc(C(=O)Nc3c(C)cccc3Cl)s2)cc(N2CCN(CCO)CC2)n1. Drug 2: CCc1cnn2c(NCc3ccc[n+]([O-])c3)cc(N3CCCCC3CCO)nc12. Cell line: RPMI7951. Synergy scores: synergy=13.7. (2) Cell line: EFM192B. Drug 1: O=C(CCCCCCC(=O)Nc1ccccc1)NO. Synergy scores: synergy=15.1. Drug 2: CC1(c2nc3c(C(N)=O)cccc3[nH]2)CCCN1. (3) Cell line: NCIH2122. Synergy scores: synergy=10.5. Drug 1: N#Cc1ccc(Cn2cncc2CN2CCN(c3cccc(Cl)c3)C(=O)C2)cc1. Drug 2: CS(=O)(=O)CCNCc1ccc(-c2ccc3ncnc(Nc4ccc(OCc5cccc(F)c5)c(Cl)c4)c3c2)o1. (4) Drug 1: CC1CC2C3CCC4=CC(=O)C=CC4(C)C3(F)C(O)CC2(C)C1(O)C(=O)CO. Drug 2: Cn1nnc2c(C(N)=O)ncn2c1=O. Cell line: OVCAR3. Synergy scores: synergy=-30.1.